Predict the reaction yield, written as a fraction of the theoretical maximum amount of product (1.0 means a 100% yield; for example, 0.34 means a 34% yield). From a dataset of Reaction yield outcomes from USPTO patents with 853,638 reactions. (1) The catalyst is O1CCOCC1.CN(C)C=O.C1C=CC([P]([Pd]([P](C2C=CC=CC=2)(C2C=CC=CC=2)C2C=CC=CC=2)([P](C2C=CC=CC=2)(C2C=CC=CC=2)C2C=CC=CC=2)[P](C2C=CC=CC=2)(C2C=CC=CC=2)C2C=CC=CC=2)(C2C=CC=CC=2)C2C=CC=CC=2)=CC=1. The product is [CH3:24][C:4]1[N:3]=[C:2]([C:28]2[S:27][C:26]([CH3:25])=[N:30][CH:29]=2)[C:11]2[CH2:10][CH2:9][C@H:8]3[C@H:12]([CH3:17])[C:13](=[O:16])[CH2:14][CH2:15][C@:7]3([C:18]3[CH:23]=[CH:22][CH:21]=[CH:20][CH:19]=3)[C:6]=2[N:5]=1. The reactants are Cl[C:2]1[C:11]2[CH2:10][CH2:9][C@H:8]3[C@H:12]([CH3:17])[C:13](=[O:16])[CH2:14][CH2:15][C@:7]3([C:18]3[CH:23]=[CH:22][CH:21]=[CH:20][CH:19]=3)[C:6]=2[N:5]=[C:4]([CH3:24])[N:3]=1.[CH3:25][C:26]1[S:27][C:28](B2OC(C)(C)C(C)(C)O2)=[CH:29][N:30]=1.C(=O)([O-])[O-].[Na+].[Na+]. The yield is 0.820. (2) The reactants are [CH2:1]([O:8][C:9]1[CH:18]=[C:17]2[C:12]([C:13]([O:19][C:20]3[CH:25]=[CH:24][C:23]([NH2:26])=[CH:22][C:21]=3[F:27])=[CH:14][CH:15]=[N:16]2)=[CH:11][C:10]=1[O:28][CH3:29])[C:2]1[CH:7]=[CH:6][CH:5]=[CH:4][CH:3]=1.[F:30][C:31]([F:42])([F:41])[C:32]1[CH:37]=[CH:36][C:35]([NH:38][CH:39]=[O:40])=[CH:34][CH:33]=1. The catalyst is C(Cl)Cl. The product is [CH2:1]([O:8][C:9]1[CH:18]=[C:17]2[C:12]([C:13]([O:19][C:20]3[CH:25]=[CH:24][C:23]([NH:26][C:39]([NH:38][C:35]4[CH:34]=[CH:33][C:32]([C:31]([F:30])([F:41])[F:42])=[CH:37][CH:36]=4)=[O:40])=[CH:22][C:21]=3[F:27])=[CH:14][CH:15]=[N:16]2)=[CH:11][C:10]=1[O:28][CH3:29])[C:2]1[CH:7]=[CH:6][CH:5]=[CH:4][CH:3]=1. The yield is 0.790. (3) The reactants are C[O:2][C:3]([C:5]1[C:6]([C:24]2[CH:29]=[CH:28][C:27]([C:30]([OH:32])=O)=[CH:26][CH:25]=2)=[CH:7][CH:8]=[C:9]([C:11]2[S:12][CH:13]=[C:14]([C:16]3[CH:21]=[CH:20][C:19]([Cl:22])=[C:18]([Cl:23])[CH:17]=3)[N:15]=2)[CH:10]=1)=[O:4].[OH:33][CH:34]1[CH2:39][CH2:38][NH:37][CH2:36][CH2:35]1.C1COCC1.O.[OH-].[Li+]. The catalyst is CO.O. The product is [Cl:23][C:18]1[CH:17]=[C:16]([C:14]2[N:15]=[C:11]([C:9]3[CH:10]=[C:5]([C:3]([OH:2])=[O:4])[C:6]([C:24]4[CH:25]=[CH:26][C:27]([C:30]([N:37]5[CH2:38][CH2:39][CH:34]([OH:33])[CH2:35][CH2:36]5)=[O:32])=[CH:28][CH:29]=4)=[CH:7][CH:8]=3)[S:12][CH:13]=2)[CH:21]=[CH:20][C:19]=1[Cl:22]. The yield is 0.520. (4) The yield is 0.500. The catalyst is O1CCOCC1.[Cu]I.CC(P(C(C)(C)C)C(C)(C)C)(C)C.CC(P(C(C)(C)C)C(C)(C)C)(C)C.[Pd]. The reactants are Br[C:2]1[CH:3]=[C:4]([NH:18][C:19]([C:21]2[NH:22][C:23]3[C:28]([CH:29]=2)=[CH:27][CH:26]=[C:25]([NH:30][S:31]([CH3:34])(=[O:33])=[O:32])[CH:24]=3)=[O:20])[CH:5]=[C:6]([C:8]([C:11]2[CH:16]=[CH:15][C:14]([F:17])=[CH:13][CH:12]=2)([CH3:10])[CH3:9])[CH:7]=1.[C:35]([Si:37]([CH3:40])([CH3:39])[CH3:38])#[CH:36].CCN(CC)CC.O. The product is [F:17][C:14]1[CH:13]=[CH:12][C:11]([C:8]([C:6]2[CH:5]=[C:4]([NH:18][C:19]([C:21]3[NH:22][C:23]4[C:28]([CH:29]=3)=[CH:27][CH:26]=[C:25]([NH:30][S:31]([CH3:34])(=[O:32])=[O:33])[CH:24]=4)=[O:20])[CH:3]=[C:2]([C:36]#[C:35][Si:37]([CH3:40])([CH3:39])[CH3:38])[CH:7]=2)([CH3:9])[CH3:10])=[CH:16][CH:15]=1. (5) The reactants are [CH2:1]([O:4][C:5]1[C:6]([C:15](OC)=[O:16])=[CH:7][C:8]2[C:13]([CH:14]=1)=[CH:12][CH:11]=[CH:10][CH:9]=2)[CH:2]=[CH2:3].CC(C[AlH]CC(C)C)C.CCCCCC. The catalyst is C1COCC1. The product is [CH2:1]([O:4][C:5]1[C:6]([CH2:15][OH:16])=[CH:7][C:8]2[C:13]([CH:14]=1)=[CH:12][CH:11]=[CH:10][CH:9]=2)[CH:2]=[CH2:3]. The yield is 0.830. (6) The reactants are [F:1][C:2]([F:25])([F:24])[C:3]1[CH:8]=[CH:7][C:6]([S:9][CH:10]2[CH2:15][CH2:14][CH:13]([NH:16]C(=O)OC(C)(C)C)[CH2:12][CH2:11]2)=[CH:5][CH:4]=1.Cl. The catalyst is C1COCC1.CO.O1CCOCC1. The product is [F:25][C:2]([F:1])([F:24])[C:3]1[CH:4]=[CH:5][C:6]([S:9][CH:10]2[CH2:11][CH2:12][CH:13]([NH2:16])[CH2:14][CH2:15]2)=[CH:7][CH:8]=1. The yield is 0.970. (7) The yield is 0.800. The catalyst is C1COCC1.CC(O)C.COC(C)(C)C. The reactants are [N:1]1[CH:2]=[N:3][N:4]2[CH:9]=[C:8]([CH:10]=O)[CH:7]=[CH:6][C:5]=12.C1([C:18]2[CH:23]=[C:22]([CH3:24])[N:21]=[C:20]([CH:25](P(=O)([O-])[O-])NC3C=CC=CC=3)[C:19]=2C2C=CC=CC=2)C=CC=CC=1.C([O-])([O-])=[O:44].[Cs+].[Cs+].Cl. The product is [N:1]1[CH:2]=[N:3][N:4]2[CH:9]=[C:8]([CH2:10][C:25]([C:20]3[CH:19]=[CH:18][CH:23]=[C:22]([CH3:24])[N:21]=3)=[O:44])[CH:7]=[CH:6][C:5]=12. (8) The reactants are [OH:1][CH:2]([C:19]1[CH:24]=[CH:23][CH:22]=[C:21]([O:25][CH3:26])[CH:20]=1)[CH2:3][O:4][C:5]1[CH:18]=[CH:17][C:8]([CH:9]=[C:10]2[S:14][C:13](=[O:15])[NH:12][C:11]2=[O:16])=[CH:7][CH:6]=1.O.N1C=CC=CC=1C1C=CC=CN=1.[BH4-].[Na+]. The catalyst is C1COCC1.[Co](Cl)Cl.CC(O)=O. The product is [OH:1][CH:2]([C:19]1[CH:24]=[CH:23][CH:22]=[C:21]([O:25][CH3:26])[CH:20]=1)[CH2:3][O:4][C:5]1[CH:18]=[CH:17][C:8]([CH2:9][CH:10]2[S:14][C:13](=[O:15])[NH:12][C:11]2=[O:16])=[CH:7][CH:6]=1. The yield is 0.740. (9) The catalyst is C1COCC1.O. The product is [C:20]([O:19][C:17]([N:13]1[CH2:14][CH2:15][CH2:16][CH:11]([C:9]2[S:10][C:6]([C:4]([OH:5])=[O:3])=[C:7]([C:24]3[CH:25]=[CH:26][C:27]([O:30][C:31]4[CH:32]=[CH:33][CH:34]=[CH:35][CH:36]=4)=[CH:28][CH:29]=3)[N:8]=2)[CH2:12]1)=[O:18])([CH3:23])([CH3:21])[CH3:22]. The reactants are C([O:3][C:4]([C:6]1[S:10][C:9]([CH:11]2[CH2:16][CH2:15][CH2:14][N:13]([C:17]([O:19][C:20]([CH3:23])([CH3:22])[CH3:21])=[O:18])[CH2:12]2)=[N:8][C:7]=1[C:24]1[CH:29]=[CH:28][C:27]([O:30][C:31]2[CH:36]=[CH:35][CH:34]=[CH:33][CH:32]=2)=[CH:26][CH:25]=1)=[O:5])C.[Li+].[OH-]. The yield is 1.00.